This data is from Forward reaction prediction with 1.9M reactions from USPTO patents (1976-2016). The task is: Predict the product of the given reaction. (1) Given the reactants [NH2:1][C:2]1[N:3]=[CH:4][C:5]([C:17]2[CH:22]=[CH:21][C:20]([CH2:23][CH2:24][CH2:25][N:26]([CH2:34][CH2:35][CH2:36][O:37][CH3:38])C(=O)OC(C)(C)C)=[CH:19][CH:18]=2)=[N:6][C:7]=1[C:8](=[O:16])[NH:9][C:10]1[CH:11]=[N:12][CH:13]=[CH:14][CH:15]=1.Cl.[OH-].[Na+].CC1CCCO1, predict the reaction product. The product is: [NH2:1][C:2]1[C:7]([C:8]([NH:9][C:10]2[CH:11]=[N:12][CH:13]=[CH:14][CH:15]=2)=[O:16])=[N:6][C:5]([C:17]2[CH:18]=[CH:19][C:20]([CH2:23][CH2:24][CH2:25][NH:26][CH2:34][CH2:35][CH2:36][O:37][CH3:38])=[CH:21][CH:22]=2)=[CH:4][N:3]=1. (2) Given the reactants OC[C:3]1[O:9][C:6]([CH:7]=[O:8])=[CH:5][CH:4]=1.[C:10](=[O:13])([O-:12])[O-].[Na+].[Na+].[O:16]=O.Cl, predict the reaction product. The product is: [O:9]1[C:3]([C:10]([OH:12])=[O:13])=[CH:4][CH:5]=[C:6]1[C:7]([OH:16])=[O:8]. (3) The product is: [Cl:1][C:2]1[CH:3]=[C:4]([CH:17]=[CH:18][C:19]=1[Cl:20])[CH2:5][NH:6][C:7]([NH:9][C:10]1[S:11][CH:12]=[C:13]([CH:15]=[O:16])[N:14]=1)=[O:8]. Given the reactants [Cl:1][C:2]1[CH:3]=[C:4]([CH:17]=[CH:18][C:19]=1[Cl:20])[CH2:5][NH:6][C:7]([NH:9][C:10]1[S:11][CH:12]=[C:13]([CH2:15][OH:16])[N:14]=1)=[O:8].CCN(C(C)C)C(C)C.N1C=CC=CC=1.O, predict the reaction product.